This data is from Reaction yield outcomes from USPTO patents with 853,638 reactions. The task is: Predict the reaction yield, written as a fraction of the theoretical maximum amount of product (1.0 means a 100% yield; for example, 0.34 means a 34% yield). (1) The reactants are [Cl:1][C:2]1[S:3][C:4]([Cl:11])=[CH:5][C:6]=1[C:7](OC)=[O:8].[BH4-].[Na+].[Cl-].[NH4+]. The catalyst is CO. The product is [Cl:1][C:2]1[S:3][C:4]([Cl:11])=[CH:5][C:6]=1[CH2:7][OH:8]. The yield is 0.220. (2) The reactants are [OH:1][C:2]1[CH:7]=[C:6]([CH2:8][NH:9][CH:10]=[C:11]2[C:20]3[C:15](=[CH:16][CH:17]=[C:18]([I:21])[CH:19]=3)[C:14](=[O:22])[NH:13][C:12]2=[O:23])[CH:5]=[CH:4][C:3]=1[C:24]1[CH:29]=[CH:28]C=[CH:26][CH:25]=1.IC1C=C2C(=CC=1)C(=O)[NH:36]C(=O)C2=COC.NCC1C=CC(C2C=CC=CN=2)=C(O)C=1. No catalyst specified. The product is [OH:1][C:2]1[CH:7]=[C:6]([CH:5]=[CH:4][C:3]=1[C:24]1[CH:29]=[CH:28][N:36]=[CH:26][CH:25]=1)[CH2:8][NH:9][CH:10]=[C:11]1[C:20]2[C:15](=[CH:16][CH:17]=[C:18]([I:21])[CH:19]=2)[C:14](=[O:22])[NH:13][C:12]1=[O:23]. The yield is 0.400. (3) The reactants are [OH:1][CH2:2][CH2:3][O:4][N:5]1[C:13](=[O:14])[C:12]2[C:7](=[CH:8][CH:9]=[CH:10][CH:11]=2)[C:6]1=[O:15].N1C=CN=C1.Cl[Si:22]([CH:29]([CH3:31])[CH3:30])([CH:26]([CH3:28])[CH3:27])[CH:23]([CH3:25])[CH3:24].Cl. The yield is 0.950. The product is [CH:23]([Si:22]([CH:29]([CH3:31])[CH3:30])([CH:26]([CH3:28])[CH3:27])[O:1][CH2:2][CH2:3][O:4][N:5]1[C:6](=[O:15])[C:7]2[C:12](=[CH:11][CH:10]=[CH:9][CH:8]=2)[C:13]1=[O:14])([CH3:25])[CH3:24]. The catalyst is C(Cl)Cl. (4) The reactants are [OH:1][CH2:2][CH2:3][CH2:4][CH2:5][CH2:6][C:7]([O:9][CH2:10][CH3:11])=[O:8].C(N(CC)CC)C.[CH3:19][S:20](Cl)(=[O:22])=[O:21]. The catalyst is ClCCl. The product is [CH3:19][S:20]([O:1][CH2:2][CH2:3][CH2:4][CH2:5][CH2:6][C:7]([O:9][CH2:10][CH3:11])=[O:8])(=[O:22])=[O:21]. The yield is 0.850. (5) The yield is 0.510. The product is [CH3:14][C:10]1([CH3:13])[O:9][C:8]2[CH:15]=[CH:16][C:5]([C@H:3]3[O:4][C:17](=[O:18])[NH:1][CH2:2]3)=[CH:6][C:7]=2[CH2:12][O:11]1. The catalyst is C(Cl)(Cl)Cl. The reactants are [NH2:1][CH2:2][C@@H:3]([C:5]1[CH:16]=[CH:15][C:8]2[O:9][C:10]([CH3:14])([CH3:13])[O:11][CH2:12][C:7]=2[CH:6]=1)[OH:4].[C:17](N1C=CN=C1)(N1C=CN=C1)=[O:18].C(N(CC)CC)C. (6) The reactants are [C:1]([O:5][C:6]([N:8]1[CH2:13][CH2:12][N:11]([C:14]2[CH:19]=[CH:18][C:17]([N+:20]([O-])=O)=[CH:16][CH:15]=2)[CH2:10][CH2:9]1)=[O:7])([CH3:4])([CH3:3])[CH3:2].[H][H]. The catalyst is [Ni].O1CCCC1. The product is [C:1]([O:5][C:6]([N:8]1[CH2:13][CH2:12][N:11]([C:14]2[CH:15]=[CH:16][C:17]([NH2:20])=[CH:18][CH:19]=2)[CH2:10][CH2:9]1)=[O:7])([CH3:4])([CH3:2])[CH3:3]. The yield is 0.970. (7) The reactants are [CH2:1]([N:8]1[CH2:12][CH2:11][C@@H:10]([NH:13][C:14]([C:16]2[C:24]3[C:19](=[N:20][CH:21]=[C:22]([C:25]4[C:33]5[C:28](=[CH:29][C:30]([F:34])=[CH:31][CH:32]=5)[N:27]([CH3:35])[N:26]=4)[N:23]=3)[N:18](COCC[Si](C)(C)C)[CH:17]=2)=[O:15])[CH2:9]1)[C:2]1[CH:7]=[CH:6][CH:5]=[CH:4][CH:3]=1.CCCC[N+](CCCC)(CCCC)CCCC.[F-]. The catalyst is C1COCC1. The product is [CH2:1]([N:8]1[CH2:12][CH2:11][C@@H:10]([NH:13][C:14]([C:16]2[C:24]3[C:19](=[N:20][CH:21]=[C:22]([C:25]4[C:33]5[C:28](=[CH:29][C:30]([F:34])=[CH:31][CH:32]=5)[N:27]([CH3:35])[N:26]=4)[N:23]=3)[NH:18][CH:17]=2)=[O:15])[CH2:9]1)[C:2]1[CH:7]=[CH:6][CH:5]=[CH:4][CH:3]=1. The yield is 0.290.